From a dataset of Microsomal clearance measurements from AstraZeneca. Regression/Classification. Given a drug SMILES string, predict its absorption, distribution, metabolism, or excretion properties. Task type varies by dataset: regression for continuous measurements (e.g., permeability, clearance, half-life) or binary classification for categorical outcomes (e.g., BBB penetration, CYP inhibition). For this dataset (clearance_microsome_az), we predict log10(clearance) (log10 of the in vitro intrinsic clearance, CLint, in uL/min per mg of human liver microsomal protein, equivalently mL/min/g; values are censored to the assay range of 3 to 150, which is 0.477 to 2.18 on this log10 scale). The compound is CCN(C(=O)Cc1ccc(S(C)(=O)=O)cc1)C1CCN(CC[C@@H](c2ccccc2)C2CCN(S(=O)(=O)C(F)(F)F)CC2)CC1. The log10(clearance) is 1.44.